Task: Regression/Classification. Given a drug SMILES string, predict its absorption, distribution, metabolism, or excretion properties. Task type varies by dataset: regression for continuous measurements (e.g., permeability, clearance, half-life) or binary classification for categorical outcomes (e.g., BBB penetration, CYP inhibition). For this dataset (solubility_aqsoldb), we predict Y.. Dataset: Aqueous solubility values for 9,982 compounds from the AqSolDB database The drug is Clc1cccc2c1Oc1ccccc1O2. The Y is -5.72 log mol/L.